Dataset: Forward reaction prediction with 1.9M reactions from USPTO patents (1976-2016). Task: Predict the product of the given reaction. (1) Given the reactants [CH2:1]([O:4][C:5]1[C:6]([N+:21]([O-])=O)=[C:7]([NH:13][C:14]2[CH:19]=[CH:18][C:17]([I:20])=[CH:16][CH:15]=2)[C:8]([F:12])=[C:9]([F:11])[CH:10]=1)[CH:2]=[CH2:3].[O-]S(S([O-])=O)=O.[Na+].[Na+], predict the reaction product. The product is: [CH2:1]([O:4][C:5]1[CH:10]=[C:9]([F:11])[C:8]([F:12])=[C:7]([NH:13][C:14]2[CH:19]=[CH:18][C:17]([I:20])=[CH:16][CH:15]=2)[C:6]=1[NH2:21])[CH:2]=[CH2:3]. (2) Given the reactants [CH:1]1([N:6]2[C:14]3[C:9](=[CH:10][CH:11]=[CH:12][C:13]=3[F:15])[C:8]([C:16]3[CH:21]=[CH:20][C:19]([O:22]C)=[CH:18][C:17]=3[O:24]C)=[N:7]2)[CH2:5][CH2:4][CH2:3][CH2:2]1.B(Br)(Br)Br.C1CCCCC=1, predict the reaction product. The product is: [CH:1]1([N:6]2[C:14]3[C:9](=[CH:10][CH:11]=[CH:12][C:13]=3[F:15])[C:8]([C:16]3[CH:21]=[CH:20][C:19]([OH:22])=[CH:18][C:17]=3[OH:24])=[N:7]2)[CH2:2][CH2:3][CH2:4][CH2:5]1. (3) Given the reactants [H-].[Na+].[O:3]1[CH2:8][CH2:7][N:6]([C:9](=[O:18])[CH2:10][C:11]([O:13][C:14]([CH3:17])([CH3:16])[CH3:15])=[O:12])[CH2:5][CH2:4]1.CC1C=CC(S(O[CH2:30][C@@H:31]2[CH2:40][C:39]3[C:34](=[CH:35][CH:36]=[CH:37][CH:38]=3)[CH2:33][N:32]2[S:41]([C:44]2[CH:49]=[CH:48][C:47]([CH3:50])=[CH:46][CH:45]=2)(=[O:43])=[O:42])(=O)=O)=CC=1.[Cl-].[NH4+], predict the reaction product. The product is: [CH3:50][C:47]1[CH:48]=[CH:49][C:44]([S:41]([N:32]2[C@H:31]([CH2:30][CH:10]([C:9]([N:6]3[CH2:5][CH2:4][O:3][CH2:8][CH2:7]3)=[O:18])[C:11]([O:13][C:14]([CH3:15])([CH3:17])[CH3:16])=[O:12])[CH2:40][C:39]3[C:34](=[CH:35][CH:36]=[CH:37][CH:38]=3)[CH2:33]2)(=[O:42])=[O:43])=[CH:45][CH:46]=1. (4) Given the reactants [Br:1][C:2]1[CH:7]=[CH:6][C:5]([NH:8]C2C=CC=CC=2)=[C:4]([F:15])[C:3]=1[C:16]([F:19])([F:18])[F:17].[N:20]([O-])=O.[Na+].[ClH:24], predict the reaction product. The product is: [ClH:24].[Br:1][C:2]1[CH:7]=[CH:6][C:5]([NH:8][NH2:20])=[C:4]([F:15])[C:3]=1[C:16]([F:19])([F:18])[F:17].